Task: Predict which catalyst facilitates the given reaction.. Dataset: Catalyst prediction with 721,799 reactions and 888 catalyst types from USPTO (1) Reactant: [CH3:1][C:2]1[NH:6][C:5]2[CH:7]=[C:8]([C:19]([OH:21])=[O:20])[CH:9]=[C:10]([O:11][CH2:12][C:13]3[CH:18]=[CH:17][CH:16]=[CH:15][CH:14]=3)[C:4]=2[N:3]=1.S(Cl)(Cl)=O.[CH3:26]O. Product: [CH3:1][C:2]1[NH:6][C:5]2[CH:7]=[C:8]([C:19]([O:21][CH3:26])=[O:20])[CH:9]=[C:10]([O:11][CH2:12][C:13]3[CH:18]=[CH:17][CH:16]=[CH:15][CH:14]=3)[C:4]=2[N:3]=1. The catalyst class is: 13. (2) Reactant: Br[CH2:2][CH2:3][C:4]1[CH:9]=[CH:8][C:7]([F:10])=[CH:6][CH:5]=1.[NH:11]1[C:15](=[O:16])[CH2:14][CH2:13][C:12]1=[O:17].C(=O)([O-])[O-].[K+].[K+].[I-].[Na+]. Product: [F:10][C:7]1[CH:8]=[CH:9][C:4]([CH2:3][CH2:2][N:11]2[C:15](=[O:16])[CH2:14][CH2:13][C:12]2=[O:17])=[CH:5][CH:6]=1. The catalyst class is: 9. (3) Reactant: CC(OC([N:8]1[CH2:13][CH2:12][C:11](=[C:14]([C:28]2[CH:33]=[CH:32][CH:31]=[CH:30][C:29]=2[NH2:34])[C:15]2[CH:20]=[CH:19][C:18]([C:21]([N:23]([CH2:26][CH3:27])[CH2:24][CH3:25])=[O:22])=[CH:17][CH:16]=2)[CH2:10][CH2:9]1)=O)(C)C.C(N(CC)CC)C.[C:42](Cl)(=[O:49])[C:43]1[CH:48]=[CH:47][CH:46]=[CH:45][CH:44]=1.C(O)(C(F)(F)F)=O. Product: [C:42]([NH:34][C:29]1[CH:30]=[CH:31][CH:32]=[CH:33][C:28]=1[C:14](=[C:11]1[CH2:10][CH2:9][NH:8][CH2:13][CH2:12]1)[C:15]1[CH:16]=[CH:17][C:18]([C:21]([N:23]([CH2:24][CH3:25])[CH2:26][CH3:27])=[O:22])=[CH:19][CH:20]=1)(=[O:49])[C:43]1[CH:48]=[CH:47][CH:46]=[CH:45][CH:44]=1. The catalyst class is: 2. (4) Reactant: C([O:8][N:9]1[C:15](=[O:16])[N:14]2[CH2:17][C@H:10]1[CH2:11][CH2:12][C@H:13]2[C:18]([O:20][CH2:21][CH:22]1[CH2:27][CH2:26][N:25]([C:28]([O:30][C:31]([CH3:34])([CH3:33])[CH3:32])=[O:29])[CH2:24][CH2:23]1)=[O:19])C1C=CC=CC=1. Product: [OH:8][N:9]1[C:15](=[O:16])[N:14]2[CH2:17][C@H:10]1[CH2:11][CH2:12][C@H:13]2[C:18]([O:20][CH2:21][CH:22]1[CH2:27][CH2:26][N:25]([C:28]([O:30][C:31]([CH3:34])([CH3:33])[CH3:32])=[O:29])[CH2:24][CH2:23]1)=[O:19]. The catalyst class is: 19. (5) Reactant: C([O:3][C:4](=O)[C:5]([O:8][C:9]1[CH:10]=[C:11]2[C:16](=[CH:17][C:18]=1[CH3:19])[O:15][C:14]1([CH2:28][C:27]([CH3:30])([CH3:29])[C:26]3[C:21](=[CH:22][C:23]([CH3:32])=[C:24]([OH:31])[CH:25]=3)[O:20]1)[CH2:13][C:12]2([CH3:34])[CH3:33])([CH3:7])[CH3:6])C.[H-].[Al+3].[Li+].[H-].[H-].[H-]. Product: [OH:3][CH2:4][C:5]([CH3:7])([CH3:6])[O:8][C:9]1[CH:10]=[C:11]2[C:16](=[CH:17][C:18]=1[CH3:19])[O:15][C:14]1([CH2:28][C:27]([CH3:29])([CH3:30])[C:26]3[C:21](=[CH:22][C:23]([CH3:32])=[C:24]([OH:31])[CH:25]=3)[O:20]1)[CH2:13][C:12]2([CH3:34])[CH3:33]. The catalyst class is: 1. (6) Reactant: [CH:1](/B(O)O)=[CH:2]\[CH3:3].[CH2:7](N(CC)CC)C.FC(F)(F)S(O[C:20]1[CH2:21][C@H:22]2[C:28](=[O:29])[N:27]([CH2:30][O:31][CH2:32][CH2:33][Si:34]([CH3:37])([CH3:36])[CH3:35])[C:26]3[CH:38]=[C:39]([O:44][CH2:45][CH2:46][CH2:47][O:48][C:49]4C(OC)=C[C:52]5[C:58](=[O:59])[N:57]6[CH:60]=[C:61](/[CH:63]=[CH:64]/[CH2:65][NH:66][C:67]([O:69][CH2:70][CH:71]7[C:83]8[CH:82]=[CH:81][CH:80]=[CH:79][C:78]=8[C:77]8[C:72]7=[CH:73][CH:74]=[CH:75][CH:76]=8)=[O:68])[CH2:62][C@H:56]6[C:55](=[O:84])[N:54]([CH2:85][O:86][CH2:87][CH2:88][Si:89]([CH3:92])([CH3:91])[CH3:90])[C:53]=5[CH:93]=4)[C:40]([O:42][CH3:43])=[CH:41][C:25]=3[C:24](=[O:96])[N:23]2[CH:97]=1)(=O)=O.[CH2:100]([OH:102])[CH3:101]. Product: [CH3:7][O:102][C:100]1[C:49]([O:48][CH2:47][CH2:46][CH2:45][O:44][C:39]2[C:40]([O:42][CH3:43])=[CH:41][C:25]3[C:24](=[O:96])[N:23]4[CH:97]=[C:20](/[CH:1]=[CH:2]/[CH3:3])[CH2:21][C@H:22]4[C:28](=[O:29])[N:27]([CH2:30][O:31][CH2:32][CH2:33][Si:34]([CH3:36])([CH3:37])[CH3:35])[C:26]=3[CH:38]=2)=[CH:93][C:53]2[N:54]([CH2:85][O:86][CH2:87][CH2:88][Si:89]([CH3:90])([CH3:92])[CH3:91])[C:55](=[O:84])[C@@H:56]3[CH2:62][C:61](/[CH:63]=[CH:64]/[CH2:65][NH:66][C:67](=[O:68])[O:69][CH2:70][CH:71]4[C:72]5[CH:73]=[CH:74][CH:75]=[CH:76][C:77]=5[C:78]5[C:83]4=[CH:82][CH:81]=[CH:80][CH:79]=5)=[CH:60][N:57]3[C:58](=[O:59])[C:52]=2[CH:101]=1. The catalyst class is: 398. (7) Reactant: Br[C:2]1[CH:11]=[C:10]2[C:5]([CH:6]=[N:7][NH:8][C:9]2=[O:12])=[CH:4][CH:3]=1.[F:13][C:14]([F:26])([F:25])[O:15][C:16]1[CH:21]=[CH:20][C:19](B(O)O)=[CH:18][CH:17]=1.C(=O)([O-])[O-].[K+].[K+]. Product: [F:13][C:14]([F:25])([F:26])[O:15][C:16]1[CH:21]=[CH:20][C:19]([C:2]2[CH:11]=[C:10]3[C:5]([CH:6]=[N:7][NH:8][C:9]3=[O:12])=[CH:4][CH:3]=2)=[CH:18][CH:17]=1. The catalyst class is: 11. (8) Reactant: [NH2:1][C:2]1[CH:3]=[C:4]([N:8]([CH:22]2[CH2:24][CH2:23]2)[C:9]2[N:10]=[CH:11][C:12]3[N:17]=[C:16]([NH:18][C:19](=[O:21])[CH3:20])[S:15][C:13]=3[N:14]=2)[CH:5]=[CH:6][CH:7]=1.[Cl:25][C:26]1[C:34]([C:35]([F:38])([F:37])[F:36])=[CH:33][CH:32]=[CH:31][C:27]=1[C:28](O)=[O:29].F[P-](F)(F)(F)(F)F.N1(OC(N(C)C)=[N+](C)C)C2N=CC=CC=2N=N1.C(=O)([O-])O.[Na+]. Product: [C:19]([NH:18][C:16]1[S:15][C:13]2[N:14]=[C:9]([N:8]([CH:22]3[CH2:24][CH2:23]3)[C:4]3[CH:3]=[C:2]([NH:1][C:28](=[O:29])[C:27]4[CH:31]=[CH:32][CH:33]=[C:34]([C:35]([F:36])([F:37])[F:38])[C:26]=4[Cl:25])[CH:7]=[CH:6][CH:5]=3)[N:10]=[CH:11][C:12]=2[N:17]=1)(=[O:21])[CH3:20]. The catalyst class is: 17. (9) Reactant: [N:1]1[C:10]2[C:5](=[CH:6][C:7]([C:11]([OH:13])=O)=[CH:8][CH:9]=2)[CH:4]=[CH:3][CH:2]=1.C1N=CN(C(N2C=NC=C2)=O)C=1.[F:26][CH2:27][C:28]#[N:29].[Li+].C[Si]([N-][Si](C)(C)C)(C)C.C(OCC)C. Product: [F:26][CH:27]([C:11](=[O:13])[C:7]1[CH:6]=[C:5]2[C:10](=[CH:9][CH:8]=1)[N:1]=[CH:2][CH:3]=[CH:4]2)[C:28]#[N:29]. The catalyst class is: 559. (10) Reactant: [CH2:1]([O:8][CH2:9][C:10]([NH:12][CH2:13][C:14]([C:16]1[C:17]([C:22]2[CH:27]=[CH:26][CH:25]=[CH:24][CH:23]=2)=[N:18][O:19][C:20]=1[CH3:21])=O)=O)[C:2]1[CH:7]=[CH:6][CH:5]=[CH:4][CH:3]=1.C([O-])(=O)C.[NH4+:32]. Product: [CH2:1]([O:8][CH2:9][C:10]1[NH:12][CH:13]=[C:14]([C:16]2[C:17]([C:22]3[CH:27]=[CH:26][CH:25]=[CH:24][CH:23]=3)=[N:18][O:19][C:20]=2[CH3:21])[N:32]=1)[C:2]1[CH:7]=[CH:6][CH:5]=[CH:4][CH:3]=1. The catalyst class is: 15.